From a dataset of NCI-60 drug combinations with 297,098 pairs across 59 cell lines. Regression. Given two drug SMILES strings and cell line genomic features, predict the synergy score measuring deviation from expected non-interaction effect. (1) Drug 1: CC1CCC2CC(C(=CC=CC=CC(CC(C(=O)C(C(C(=CC(C(=O)CC(OC(=O)C3CCCCN3C(=O)C(=O)C1(O2)O)C(C)CC4CCC(C(C4)OC)O)C)C)O)OC)C)C)C)OC. Drug 2: C1CN(P(=O)(OC1)NCCCl)CCCl. Cell line: NCI/ADR-RES. Synergy scores: CSS=10.2, Synergy_ZIP=0.730, Synergy_Bliss=6.19, Synergy_Loewe=-18.6, Synergy_HSA=-1.49. (2) Drug 1: CC(CN1CC(=O)NC(=O)C1)N2CC(=O)NC(=O)C2. Drug 2: C1=CN(C(=O)N=C1N)C2C(C(C(O2)CO)O)O.Cl. Cell line: OVCAR-5. Synergy scores: CSS=37.2, Synergy_ZIP=-8.95, Synergy_Bliss=-3.33, Synergy_Loewe=-4.68, Synergy_HSA=-0.295. (3) Drug 1: CN(CC1=CN=C2C(=N1)C(=NC(=N2)N)N)C3=CC=C(C=C3)C(=O)NC(CCC(=O)O)C(=O)O. Drug 2: C1CNP(=O)(OC1)N(CCCl)CCCl. Cell line: SN12C. Synergy scores: CSS=5.96, Synergy_ZIP=-10.4, Synergy_Bliss=-9.86, Synergy_Loewe=-22.4, Synergy_HSA=-11.0. (4) Drug 1: C1C(C(OC1N2C=C(C(=O)NC2=O)F)CO)O. Drug 2: C1CC(=O)NC(=O)C1N2C(=O)C3=CC=CC=C3C2=O. Cell line: HCT-15. Synergy scores: CSS=28.1, Synergy_ZIP=-9.01, Synergy_Bliss=0.647, Synergy_Loewe=-17.0, Synergy_HSA=1.70. (5) Drug 1: CC1=C(C=C(C=C1)C(=O)NC2=CC(=CC(=C2)C(F)(F)F)N3C=C(N=C3)C)NC4=NC=CC(=N4)C5=CN=CC=C5. Drug 2: CC1=C2C(C(=O)C3(C(CC4C(C3C(C(C2(C)C)(CC1OC(=O)C(C(C5=CC=CC=C5)NC(=O)OC(C)(C)C)O)O)OC(=O)C6=CC=CC=C6)(CO4)OC(=O)C)O)C)O. Cell line: RPMI-8226. Synergy scores: CSS=18.7, Synergy_ZIP=11.6, Synergy_Bliss=9.47, Synergy_Loewe=8.12, Synergy_HSA=7.11. (6) Drug 1: CN1CCC(CC1)COC2=C(C=C3C(=C2)N=CN=C3NC4=C(C=C(C=C4)Br)F)OC. Drug 2: CS(=O)(=O)C1=CC(=C(C=C1)C(=O)NC2=CC(=C(C=C2)Cl)C3=CC=CC=N3)Cl. Cell line: MCF7. Synergy scores: CSS=8.65, Synergy_ZIP=-3.21, Synergy_Bliss=1.28, Synergy_Loewe=0.0858, Synergy_HSA=1.34. (7) Drug 1: CC1=C(C(CCC1)(C)C)C=CC(=CC=CC(=CC(=O)O)C)C. Drug 2: CC12CCC3C(C1CCC2O)C(CC4=C3C=CC(=C4)O)CCCCCCCCCS(=O)CCCC(C(F)(F)F)(F)F. Cell line: HS 578T. Synergy scores: CSS=21.4, Synergy_ZIP=4.31, Synergy_Bliss=6.98, Synergy_Loewe=2.37, Synergy_HSA=7.37.